From a dataset of Full USPTO retrosynthesis dataset with 1.9M reactions from patents (1976-2016). Predict the reactants needed to synthesize the given product. The reactants are: [C:1]([C:4](=[C:10](OCC)[CH3:11])[C:5]([O:7][CH2:8][CH3:9])=[O:6])(=O)[CH3:2].C(O)(=O)C.[CH:19]([NH2:21])=[NH:20].[O-]CC.[Na+]. Given the product [CH3:2][C:1]1[C:4]([C:5]([O:7][CH2:8][CH3:9])=[O:6])=[C:10]([CH3:11])[N:21]=[CH:19][N:20]=1, predict the reactants needed to synthesize it.